This data is from Full USPTO retrosynthesis dataset with 1.9M reactions from patents (1976-2016). The task is: Predict the reactants needed to synthesize the given product. (1) Given the product [N+:6]([O-:9])([O-:8])=[O:7].[Ca+2:5].[N+:32]([O-:35])([O-:34])=[O:33].[P:12](=[O:11])([OH:15])([OH:14])[OH:13].[N+:6]([O-:9])([OH:8])=[O:7], predict the reactants needed to synthesize it. The reactants are: C(=O)([O-])[O-].[Ca+2:5].[N+:6]([O-:9])([O-:8])=[O:7].[NH4+].[O-:11][P:12]([O-:15])([O-:14])=[O:13].[O-:11][P:12]([O-:15])([O-:14])=[O:13].[O-:11][P:12]([O-:15])([O-:14])=[O:13].[F-].[Ca+2].[Ca+2].[Ca+2].[Ca+2].[Ca+2].[N+:32]([O-:35])([OH:34])=[O:33]. (2) Given the product [Br:21][C:22]1[CH:23]=[C:24]2[C:25]([CH:32]=[CH:31][N:30]2[C:1](=[O:2])[C:3]([F:6])([F:5])[F:4])=[C:26]([O:28][CH3:29])[CH:27]=1, predict the reactants needed to synthesize it. The reactants are: [C:1](O)([C:3]([F:6])([F:5])[F:4])=[O:2].[C:1](O[C:1]([C:3]([F:6])([F:5])[F:4])=[O:2])([C:3]([F:6])([F:5])[F:4])=[O:2].[Br:21][C:22]1[CH:23]=[C:24]([NH:30][CH2:31][CH:32](OCC)OCC)[CH:25]=[C:26]([O:28][CH3:29])[CH:27]=1. (3) Given the product [NH2:1][C:2]1[N:3]=[C:4]([CH3:23])[C:5]2[CH:16]=[CH:17][C:18](=[O:19])[N:8]([C@H:9]3[CH2:14][CH2:13][C@H:12]([OH:15])[CH2:11][CH2:10]3)[C:6]=2[N:7]=1, predict the reactants needed to synthesize it. The reactants are: [NH2:1][C:2]1[N:7]=[C:6]([NH:8][C@H:9]2[CH2:14][CH2:13][C@H:12]([OH:15])[CH2:11][CH2:10]2)[C:5](/[CH:16]=[CH:17]/[C:18](OCC)=[O:19])=[C:4]([CH3:23])[N:3]=1.CC(C)([O-])C.[K+]. (4) Given the product [C:2]([N+:6]([O-:7])=[CH:22][C:21]1[C:16]([S:15][C:12]2[CH:13]=[CH:14][C:9]([CH3:8])=[CH:10][CH:11]=2)=[N:17][CH:18]=[CH:19][CH:20]=1)([CH3:5])([CH3:4])[CH3:3], predict the reactants needed to synthesize it. The reactants are: Cl.[C:2]([NH:6][OH:7])([CH3:5])([CH3:4])[CH3:3].[CH3:8][C:9]1[CH:14]=[CH:13][C:12]([S:15][C:16]2[C:21]([CH:22]=O)=[CH:20][CH:19]=[CH:18][N:17]=2)=[CH:11][CH:10]=1. (5) Given the product [F:35][C:36]1[CH:43]=[C:42]([O:26][CH2:25][C:11]2[S:10][C:9]([C:6]3[CH:7]=[CH:8][C:3]([C:2]([F:1])([F:27])[F:28])=[CH:4][CH:5]=3)=[N:13][C:12]=2[CH2:14][N:15]2[CH2:20][CH2:19][CH:18]([C:21]([F:22])([F:24])[F:23])[CH2:17][CH2:16]2)[C:41]([F:45])=[CH:40][C:37]=1[C:38]#[N:39], predict the reactants needed to synthesize it. The reactants are: [F:1][C:2]([F:28])([F:27])[C:3]1[CH:8]=[CH:7][C:6]([C:9]2[S:10][C:11]([CH2:25][OH:26])=[C:12]([CH2:14][N:15]3[CH2:20][CH2:19][CH:18]([C:21]([F:24])([F:23])[F:22])[CH2:17][CH2:16]3)[N:13]=2)=[CH:5][CH:4]=1.CC(C)([O-])C.[K+].[F:35][C:36]1[CH:43]=[C:42](F)[C:41]([F:45])=[CH:40][C:37]=1[C:38]#[N:39].O. (6) Given the product [Br:1][C:2]1[CH:20]=[N:19][C:5]2[N:6]=[C:7]([N:12]3[CH2:17][CH2:16][N:15]([CH3:18])[CH2:14][CH2:13]3)[C:8]3[N:9]([CH:21]=[N:11][N:10]=3)[C:4]=2[CH:3]=1, predict the reactants needed to synthesize it. The reactants are: [Br:1][C:2]1[CH:20]=[N:19][C:5]2=[N:6][C:7]([N:12]3[CH2:17][CH2:16][N:15]([CH3:18])[CH2:14][CH2:13]3)=[C:8]([NH:10][NH2:11])[N:9]=[C:4]2[CH:3]=1.[CH:21](OC)(OC)OC. (7) Given the product [ClH:61].[N:25]1[CH:26]=[CH:28][C:41]([CH2:42][N:12]([C@@H:4]([CH2:5][C:6]2[CH:7]=[CH:8][CH:9]=[CH:10][CH:11]=2)[C:1](=[O:3])[NH:60][CH2:54][C@@H:55]2[CH2:56][CH2:57][CH2:58][O:59]2)[C:13](=[O:22])[OH:14])=[CH:31][CH:29]=1, predict the reactants needed to synthesize it. The reactants are: [C:1]([C@@H:4]([NH:12][C:13](=[O:22])[O:14]CC1C=CN=CC=1)[CH2:5][C:6]1[CH:11]=[CH:10][CH:9]=[CH:8][CH:7]=1)([OH:3])=O.CC[N:25]([CH:29]([CH3:31])C)[CH:26]([CH3:28])C.CN(C(ON1N=N[C:42]2C=CC=C[C:41]1=2)=[N+](C)C)C.[B-](F)(F)(F)F.[CH2:54]([NH2:60])[C@H:55]1[O:59][CH2:58][CH2:57][CH2:56]1.[ClH:61].CCOCC. (8) Given the product [C:5]([C:4]1[CH:7]=[CH:8][C:9]([N:10]2[C:22]3[C:21]4[CH:20]=[C:19]([O:23][CH:55]([C:56]5[S:57][CH:58]=[CH:59][CH:60]=5)[CH2:54][NH:53][C:52](=[O:62])[O:51][CH2:50][CH2:49][Si:48]([CH3:64])([CH3:47])[CH3:63])[C:18]([O:24][CH3:25])=[CH:17][C:16]=4[N:15]=[CH:14][C:13]=3[N:12]([CH3:26])[C:11]2=[O:27])=[C:2]([F:1])[CH:3]=1)#[N:6], predict the reactants needed to synthesize it. The reactants are: [F:1][C:2]1[CH:3]=[C:4]([CH:7]=[CH:8][C:9]=1[N:10]1[C:22]2[C:21]3[CH:20]=[C:19]([OH:23])[C:18]([O:24][CH3:25])=[CH:17][C:16]=3[N:15]=[CH:14][C:13]=2[N:12]([CH3:26])[C:11]1=[O:27])[C:5]#[N:6].C1(P(C2C=CC=CC=2)C2C=CC=CN=2)C=CC=CC=1.[CH3:47][Si:48]([CH3:64])([CH3:63])[CH2:49][CH2:50][O:51][C:52](=[O:62])[NH:53][CH2:54][CH:55](O)[C:56]1[S:57][CH:58]=[CH:59][CH:60]=1.N(C(OC(C)C)=O)=NC(OC(C)C)=O.[Cl-].[Na+]. (9) The reactants are: [Cl:1][C:2]1[CH:7]=[CH:6][C:5]([C:8]2[C:9](=[O:24])[N:10]([CH2:18][C:19]([O:21]CC)=[O:20])[C:11]3([CH2:17][CH2:16][CH2:15][CH2:14][CH2:13]3)[N:12]=2)=[CH:4][CH:3]=1.[OH-].[Na+]. Given the product [Cl:1][C:2]1[CH:7]=[CH:6][C:5]([C:8]2[C:9](=[O:24])[N:10]([CH2:18][C:19]([OH:21])=[O:20])[C:11]3([CH2:17][CH2:16][CH2:15][CH2:14][CH2:13]3)[N:12]=2)=[CH:4][CH:3]=1, predict the reactants needed to synthesize it. (10) Given the product [CH3:28][NH:29][C:3]([C:5]1[N:6]=[CH:7][C:8]2[C:9](=[O:27])[N:10]([CH2:16][C:17]3[CH:22]=[CH:21][C:20]([O:23][CH3:24])=[CH:19][C:18]=3[O:25][CH3:26])[CH:11]=[CH:12][C:13]=2[C:14]=1[OH:15])=[O:2], predict the reactants needed to synthesize it. The reactants are: C[O:2][C:3]([C:5]1[N:6]=[CH:7][C:8]2[C:9](=[O:27])[N:10]([CH2:16][C:17]3[CH:22]=[CH:21][C:20]([O:23][CH3:24])=[CH:19][C:18]=3[O:25][CH3:26])[CH:11]=[CH:12][C:13]=2[C:14]=1[OH:15])=O.[CH3:28][NH2:29].O.